This data is from Full USPTO retrosynthesis dataset with 1.9M reactions from patents (1976-2016). The task is: Predict the reactants needed to synthesize the given product. (1) The reactants are: [Cl:1][C:2]1[CH:3]=[C:4]2[C:9](=[CH:10][C:11]=1[C:12]([OH:14])=O)[N:8]=[CH:7][N:6]=[C:5]2[NH:15][CH:16]([C:18]1[NH:22][C:21]2[CH:23]=[CH:24][C:25]([Cl:27])=[CH:26][C:20]=2[N:19]=1)[CH3:17].FC1C(OC(N(C)C)=[N+](C)C)=C(F)C(F)=C(F)C=1F.F[P-](F)(F)(F)(F)F.[CH:54]([N:57]([CH:60]([CH3:62])[CH3:61])CC)([CH3:56])[CH3:55].CC1C=CC(C)N1. Given the product [Cl:1][C:2]1[CH:3]=[C:4]2[C:9](=[CH:10][C:11]=1[C:12]([N:57]1[CH:60]([CH3:61])[CH:62]=[CH:56][CH:54]1[CH3:55])=[O:14])[N:8]=[CH:7][N:6]=[C:5]2[NH:15][CH:16]([C:18]1[NH:22][C:21]2[CH:23]=[CH:24][C:25]([Cl:27])=[CH:26][C:20]=2[N:19]=1)[CH3:17], predict the reactants needed to synthesize it. (2) Given the product [CH3:1][O:2][C:3]1[CH:8]=[C:7]([C:9]2[S:10][C:11]3[CH2:12][C:13]4[C:19]([C:20]5[CH:25]=[CH:24][C:23]([O:26][CH3:27])=[CH:22][CH:21]=5)=[N:18][NH:17][C:14]=4[C:15]=3[CH:16]=2)[CH:6]=[CH:5][C:4]=1[OH:36], predict the reactants needed to synthesize it. The reactants are: [CH3:1][O:2][C:3]1[CH:8]=[C:7]([C:9]2[S:10][C:11]3[CH2:12][C:13]4[C:19]([C:20]5[CH:25]=[CH:24][C:23]([O:26][CH3:27])=[CH:22][CH:21]=5)=[N:18][N:17](COCC[Si](C)(C)C)[C:14]=4[C:15]=3[CH:16]=2)[CH:6]=[CH:5][C:4]=1[OH:36].Cl. (3) Given the product [CH2:1]([O:3][C:4]([C:6]1[CH2:7][C@@H:8]([NH:31][CH2:24][C:25]2[CH:30]=[CH:29][CH:28]=[CH:27][CH:26]=2)[C@H:10]([OH:9])[C@H:11]([O:13][CH:14]([CH2:17][CH3:18])[CH2:15][CH3:16])[CH:12]=1)=[O:5])[CH3:2], predict the reactants needed to synthesize it. The reactants are: [CH2:1]([O:3][C:4]([C:6]1[CH2:7][C@H:8]2[C@@H:10]([C@H:11]([O:13][CH:14]([CH2:17][CH3:18])[CH2:15][CH3:16])[CH:12]=1)[O:9]2)=[O:5])[CH3:2].O1CCCC1.[CH2:24]([NH2:31])[C:25]1[CH:30]=[CH:29][CH:28]=[CH:27][CH:26]=1. (4) Given the product [NH2:9][CH2:8][C:7]1[C:2]([NH2:1])=[N:3][C:4]([CH3:10])=[N:5][CH:6]=1, predict the reactants needed to synthesize it. The reactants are: [NH2:1][C:2]1[C:7]([C:8]#[N:9])=[CH:6][N:5]=[C:4]([CH3:10])[N:3]=1.N.[H][H]. (5) Given the product [Cl:1][C:2]1[CH:3]=[C:4]([CH:17]=[CH:18][C:19]=1[Cl:20])[CH2:5][NH:6][C:7]1[CH:8]=[CH:9][C:10]2[N:11]([C:13]([C:29]#[C:28][CH2:27][C:21]3[CH:26]=[CH:25][CH:24]=[CH:23][CH:22]=3)=[CH:14][N:15]=2)[N:12]=1, predict the reactants needed to synthesize it. The reactants are: [Cl:1][C:2]1[CH:3]=[C:4]([CH:17]=[CH:18][C:19]=1[Cl:20])[CH2:5][NH:6][C:7]1[CH:8]=[CH:9][C:10]2[N:11]([C:13](I)=[CH:14][N:15]=2)[N:12]=1.[C:21]1([CH2:27][C:28]#[CH:29])[CH:26]=[CH:25][CH:24]=[CH:23][CH:22]=1.[I-].O.